From a dataset of Forward reaction prediction with 1.9M reactions from USPTO patents (1976-2016). Predict the product of the given reaction. (1) Given the reactants Cl[C:2]1[N:3]=[N:4][C:5]([C:8]2[S:12][N:11]=[C:10]([CH3:13])[N:9]=2)=[CH:6][CH:7]=1.Cl.[NH:15]1[CH2:20][CH2:19][C:18]2([C:25]3[CH:26]=[CH:27][CH:28]=[CH:29][C:24]=3[NH:23][C:22](=[O:30])[O:21]2)[CH2:17][CH2:16]1.C(=O)([O-])[O-].[K+].[K+], predict the reaction product. The product is: [CH3:13][C:10]1[N:9]=[C:8]([C:5]2[N:4]=[N:3][C:2]([N:15]3[CH2:16][CH2:17][C:18]4([C:25]5[CH:26]=[CH:27][CH:28]=[CH:29][C:24]=5[NH:23][C:22](=[O:30])[O:21]4)[CH2:19][CH2:20]3)=[CH:7][CH:6]=2)[S:12][N:11]=1. (2) Given the reactants Cl[CH2:2][CH2:3][CH:4]1[CH2:9][CH2:8][N:7]([C:10]2[N:11]=[N:12][C:13]([CH3:16])=[CH:14][CH:15]=2)[CH2:6][CH2:5]1.[OH:17][C:18]1[CH:27]=[C:26]2[C:21]([C:22]([O:28][CH2:29][CH3:30])=[N:23][CH:24]=[N:25]2)=[CH:20][CH:19]=1.C(=O)([O-])[O-].[K+].[K+].[I-].[K+], predict the reaction product. The product is: [CH3:16][C:13]1[N:12]=[N:11][C:10]([N:7]2[CH2:8][CH2:9][CH:4]([CH2:3][CH2:2][O:17][C:18]3[CH:27]=[C:26]4[C:21]([C:22]([O:28][CH2:29][CH3:30])=[N:23][CH:24]=[N:25]4)=[CH:20][CH:19]=3)[CH2:5][CH2:6]2)=[CH:15][CH:14]=1. (3) The product is: [Cl:1][C:2]1[C:3]([CH:19]2[CH2:20][CH2:21][CH2:22]2)=[CH:4][C:5]2[N:6]([C:10]([C:11]3[CH:16]=[C:15]([F:17])[CH:14]=[C:13]([F:18])[CH:12]=3)=[N:9][N:8]=2)[N:7]=1. Given the reactants [Cl:1][C:2]1[N:7]=[N:6][C:5]([NH:8][N:9]=[CH:10][C:11]2[CH:16]=[C:15]([F:17])[CH:14]=[C:13]([F:18])[CH:12]=2)=[CH:4][C:3]=1[CH:19]1[CH2:22][CH2:21][CH2:20]1, predict the reaction product. (4) Given the reactants [Cl:1][C:2]1[CH:3]=[C:4]([C:9]2(O)[CH2:12][C:11]3([CH2:17][CH2:16][N:15]([C:18](OC(C)(C)C)=[O:19])[CH2:14][CH2:13]3)[CH:10]2[CH3:25])[CH:5]=[CH:6][C:7]=1[F:8].C([SiH](CC)CC)C.B(F)(F)F.FC(F)(F)C(O)=O.C1(OC(=O)[NH:53][C:54]2[O:58][N:57]=[C:56]([CH3:59])[C:55]=2[CH3:60])C=CC=CC=1.C(N(CC)CC)C, predict the reaction product. The product is: [Cl:1][C:2]1[CH:3]=[C:4]([CH:9]2[CH2:12][C:11]3([CH2:17][CH2:16][N:15]([C:18]([NH:53][C:54]4[O:58][N:57]=[C:56]([CH3:59])[C:55]=4[CH3:60])=[O:19])[CH2:14][CH2:13]3)[CH:10]2[CH3:25])[CH:5]=[CH:6][C:7]=1[F:8]. (5) Given the reactants C(OC([N:6]=[S:7]([C:15]1[CH:20]=[CH:19][C:18]([NH:21][C:22]2[N:27]=[C:26]([NH:28][C@H:29]([CH3:32])[CH2:30][OH:31])[C:25]([C:33]3[S:34][CH:35]=[CH:36][CH:37]=3)=[CH:24][N:23]=2)=[CH:17][CH:16]=1)([C:9]1[CH:14]=[CH:13][CH:12]=[CH:11][CH:10]=1)=[O:8])=O)C.CC[O-].[Na+], predict the reaction product. The product is: [OH:31][CH2:30][C@H:29]([NH:28][C:26]1[C:25]([C:33]2[S:34][CH:35]=[CH:36][CH:37]=2)=[CH:24][N:23]=[C:22]([NH:21][C:18]2[CH:19]=[CH:20][C:15]([S:7]([C:9]3[CH:10]=[CH:11][CH:12]=[CH:13][CH:14]=3)(=[NH:6])=[O:8])=[CH:16][CH:17]=2)[N:27]=1)[CH3:32]. (6) Given the reactants [NH2:1][C:2]1[C:11]([N+:12]([O-])=O)=[CH:10][CH:9]=[CH:8][C:3]=1[C:4]([O:6][CH3:7])=[O:5].O1CCCC1.C(N(CC)CC)C.[F:27][C:28]1[CH:29]=[C:30]([CH:34]=[CH:35][C:36]=1[Br:37])[C:31](Cl)=[O:32], predict the reaction product. The product is: [NH2:1][C:2]1[C:11]([NH:12][C:31](=[O:32])[C:30]2[CH:34]=[CH:35][C:36]([Br:37])=[C:28]([F:27])[CH:29]=2)=[CH:10][CH:9]=[CH:8][C:3]=1[C:4]([O:6][CH3:7])=[O:5]. (7) Given the reactants [CH3:1][O:2][C:3]1[C:23]([O:24][CH3:25])=[C:22]([O:26][CH3:27])[CH:21]=[CH:20][C:4]=1[CH2:5][CH:6]1[C:15]2[C:10](=[CH:11][C:12]([O:18][CH3:19])=[C:13]([O:16][CH3:17])[CH:14]=2)[CH2:9][CH2:8][NH:7]1.Br[CH2:29][C:30](Br)=[O:31].[C:33]1([CH2:39][CH2:40][NH2:41])[CH:38]=[CH:37][CH:36]=[CH:35][CH:34]=1, predict the reaction product. The product is: [CH3:1][O:2][C:3]1[C:23]([O:24][CH3:25])=[C:22]([O:26][CH3:27])[CH:21]=[CH:20][C:4]=1[CH2:5][CH:6]1[C:15]2[C:10](=[CH:11][C:12]([O:18][CH3:19])=[C:13]([O:16][CH3:17])[CH:14]=2)[CH2:9][CH2:8][N:7]1[CH2:29][C:30]([NH:41][CH2:40][CH2:39][C:33]1[CH:38]=[CH:37][CH:36]=[CH:35][CH:34]=1)=[O:31]. (8) Given the reactants [F:1][C:2]1[CH:3]=[C:4]([OH:11])[CH:5]=[CH:6][C:7]=1[N+:8]([O-:10])=[O:9].[H-].[Na+].O([CH2:22][C:23]([F:26])([F:25])[F:24])S(C(F)(F)F)(=O)=O.O, predict the reaction product. The product is: [F:1][C:2]1[CH:3]=[C:4]([O:11][CH2:22][C:23]([F:26])([F:25])[F:24])[CH:5]=[CH:6][C:7]=1[N+:8]([O-:10])=[O:9]. (9) The product is: [C:1]([O:5][C:6](=[O:27])[NH:7][CH2:8][C:9]1[CH:14]=[C:13]([O:15][C:16]2[CH:21]=[CH:20][C:19]([F:22])=[C:18]([CH3:23])[CH:17]=2)[CH:12]=[CH:11][C:10]=1[NH2:24])([CH3:4])([CH3:2])[CH3:3]. Given the reactants [C:1]([O:5][C:6](=[O:27])[NH:7][CH2:8][C:9]1[CH:14]=[C:13]([O:15][C:16]2[CH:21]=[CH:20][C:19]([F:22])=[C:18]([CH3:23])[CH:17]=2)[CH:12]=[CH:11][C:10]=1[N+:24]([O-])=O)([CH3:4])([CH3:3])[CH3:2].[Cl-].[NH4+].C(O)C, predict the reaction product. (10) Given the reactants [Br:1][C:2]1[CH:14]=[C:13]2[C:5]([C:6]3[CH:7]=[CH:8][C:9]([C:15]([O:17][CH3:18])=[O:16])=[CH:10][C:11]=3[NH:12]2)=[C:4]([C:19]#[N:20])[CH:3]=1.Br[CH2:22][CH:23]1[CH2:28][CH2:27][O:26][CH2:25][CH2:24]1.C([O-])([O-])=O.[Cs+].[Cs+].O, predict the reaction product. The product is: [Br:1][C:2]1[CH:14]=[C:13]2[C:5]([C:6]3[CH:7]=[CH:8][C:9]([C:15]([O:17][CH3:18])=[O:16])=[CH:10][C:11]=3[N:12]2[CH2:22][CH:23]2[CH2:28][CH2:27][O:26][CH2:25][CH2:24]2)=[C:4]([C:19]#[N:20])[CH:3]=1.